This data is from Reaction yield outcomes from USPTO patents with 853,638 reactions. The task is: Predict the reaction yield, written as a fraction of the theoretical maximum amount of product (1.0 means a 100% yield; for example, 0.34 means a 34% yield). (1) The reactants are [Cl:1][C:2]1[N:7]=[C:6]([C:8]([OH:10])=[O:9])[CH:5]=[C:4]([C:11]2[CH:16]=[CH:15][C:14]([Cl:17])=[CH:13][CH:12]=2)[N:3]=1.[CH2:18](OCC)[CH3:19].Cl. The catalyst is C(O)C. The product is [Cl:1][C:2]1[N:7]=[C:6]([C:8]([O:10][CH2:18][CH3:19])=[O:9])[CH:5]=[C:4]([C:11]2[CH:16]=[CH:15][C:14]([Cl:17])=[CH:13][CH:12]=2)[N:3]=1. The yield is 0.780. (2) The reactants are [NH2:1][CH:2]1[CH2:11][C:10]2[C:5](=[CH:6][CH:7]=[CH:8][CH:9]=2)[N:4]([CH2:12][CH:13]2[CH2:18][O:17][C:16]([CH3:20])([CH3:19])[O:15][CH2:14]2)[C:3]1=[O:21].[Cl:22][C:23]1[CH:24]=[C:25]2[C:29](=[CH:30][CH:31]=1)[NH:28][C:27]([C:32](O)=[O:33])=[CH:26]2. No catalyst specified. The product is [Cl:22][C:23]1[CH:24]=[C:25]2[C:29](=[CH:30][CH:31]=1)[NH:28][C:27]([C:32]([NH:1][CH:2]1[CH2:11][C:10]3[C:5](=[CH:6][CH:7]=[CH:8][CH:9]=3)[N:4]([CH2:12][CH:13]3[CH2:14][O:15][C:16]([CH3:19])([CH3:20])[O:17][CH2:18]3)[C:3]1=[O:21])=[O:33])=[CH:26]2. The yield is 0.850. (3) The reactants are [Cr]([Cl:5])([O-])(=O)=O.[NH+]1C=CC=CC=1.Cl[C:13]1[CH:18]=[CH:17][CH:16]=[C:15]([CH2:19][OH:20])[C:14]=1[NH:21][C:22](=[O:27])[C:23]([CH3:26])([CH3:25])[CH3:24]. The catalyst is C(Cl)Cl. The product is [Cl:5][C:18]1[CH:17]=[CH:16][C:15]([CH:19]=[O:20])=[C:14]([NH:21][C:22](=[O:27])[C:23]([CH3:26])([CH3:25])[CH3:24])[CH:13]=1. The yield is 0.470. (4) The reactants are [CH3:1][O:2][C:3]([C@@H:5]1[CH2:18][C@H:17]([N:19]=[N+]=[N-])[C:16](=[O:22])[C@H:15]2[C@@:6]1([CH3:30])[CH2:7][CH2:8][C@@H:9]1[C@:14]2([CH3:23])[CH2:13][C@@H:12]([C:24]2[CH:28]=[CH:27][O:26][CH:25]=2)[O:11][C:10]1=[O:29])=[O:4].[NH4+].[Cl-]. The catalyst is C(Cl)Cl.CO.[Zn]. The product is [CH3:1][O:2][C:3]([C@@H:5]1[CH2:18][C@H:17]([NH2:19])[C:16](=[O:22])[C@H:15]2[C@@:6]1([CH3:30])[CH2:7][CH2:8][C@@H:9]1[C@:14]2([CH3:23])[CH2:13][C@@H:12]([C:24]2[CH:28]=[CH:27][O:26][CH:25]=2)[O:11][C:10]1=[O:29])=[O:4]. The yield is 0.840. (5) The reactants are [N:1]([C:4]1[CH:9]=[C:8]([NH:10][CH:11]2[CH2:13][CH2:12]2)[N:7]2[N:14]=[CH:15][C:16]([CH:17]=[O:18])=[C:6]2[N:5]=1)=[N+]=[N-]. The catalyst is [Pd].C(O)C. The product is [NH2:1][C:4]1[CH:9]=[C:8]([NH:10][CH:11]2[CH2:13][CH2:12]2)[N:7]2[N:14]=[CH:15][C:16]([CH:17]=[O:18])=[C:6]2[N:5]=1. The yield is 0.850. (6) The reactants are [CH2:1]([O:3][C:4](=[O:25])[C:5]([CH3:24])([CH3:23])[CH2:6][CH2:7][CH2:8][CH2:9][CH:10]([N+]#[C-])S(C1C=CC(C)=CC=1)(=O)=O)[CH3:2].[H-].[Na+].[CH3:28][OH:29].[OH2:30]. The catalyst is [I-].C([N+](CCCC)(CCCC)CCCC)CCC.CS(C)=O.OS(O)(=O)=O. The product is [OH:29][CH2:28][C:5]([CH3:23])([CH3:4])[CH2:6][CH2:7][CH2:8][C:10](=[O:30])[CH2:9][CH2:8][CH2:7][CH2:6][C:5]([CH3:23])([CH3:24])[C:4]([O:3][CH2:1][CH3:2])=[O:25]. The yield is 0.600. (7) The reactants are [CH:1]1([C:4]([NH:6][C:7]2[CH:8]=[C:9]([CH:13]3[C:22]([CH3:24])([CH3:23])[CH2:21][C:20]4[C:15](=[CH:16][CH:17]=[C:18]([C:25]([O:27]C)=[O:26])[CH:19]=4)[NH:14]3)[CH:10]=[CH:11][CH:12]=2)=[O:5])[CH2:3][CH2:2]1.[OH-].[Na+]. The catalyst is CO.O. The product is [CH:1]1([C:4]([NH:6][C:7]2[CH:8]=[C:9]([CH:13]3[C:22]([CH3:24])([CH3:23])[CH2:21][C:20]4[C:15](=[CH:16][CH:17]=[C:18]([C:25]([OH:27])=[O:26])[CH:19]=4)[NH:14]3)[CH:10]=[CH:11][CH:12]=2)=[O:5])[CH2:2][CH2:3]1. The yield is 0.582. (8) The reactants are [CH:1]([C:3]1[NH:7][C:6]([CH3:8])=[C:5]([C:9]([OH:11])=O)[C:4]=1[CH3:12])=[O:2].O[C:14]1C2N=NNC=2C=C[CH:15]=1.C([NH:25][CH2:26][CH2:27][NH:28][CH2:29][CH3:30])C.[OH-].[Na+]. The catalyst is O.[Cl-].[Na+].O.C(=O)(O)[O-].[Na+].C(N(CC)CC)C.CN(C)C=O. The product is [CH2:14]([N:28]([CH2:29][CH3:30])[CH2:27][CH2:26][NH:25][C:9]([C:5]1[C:4]([CH3:12])=[C:3]([CH:1]=[O:2])[NH:7][C:6]=1[CH3:8])=[O:11])[CH3:15]. The yield is 0.430. (9) The reactants are Br[C:2]1[CH:3]=[CH:4][C:5]2[O:11][CH2:10][CH2:9][N:8]3[C:12]([C:18]4[NH:22][N:21]=[C:20]([CH:23]5[CH2:25][CH2:24]5)[N:19]=4)=[C:13]([C:15]([NH2:17])=[O:16])[N:14]=[C:7]3[C:6]=2[CH:26]=1.[N:27]1[CH:32]=[CH:31][CH:30]=[N:29][C:28]=1[C@:33]([OH:37])([C:35]#[CH:36])[CH3:34].C(NC(C)C)(C)C. The catalyst is CN(C=O)C. The product is [CH:23]1([C:20]2[N:19]=[C:18]([C:12]3[N:8]4[CH2:9][CH2:10][O:11][C:5]5[CH:4]=[CH:3][C:2]([C:36]#[C:35][C@@:33]([OH:37])([C:28]6[N:29]=[CH:30][CH:31]=[CH:32][N:27]=6)[CH3:34])=[CH:26][C:6]=5[C:7]4=[N:14][C:13]=3[C:15]([NH2:17])=[O:16])[NH:22][N:21]=2)[CH2:25][CH2:24]1. The yield is 0.416. (10) The reactants are COC1C=CC(C[N:8](CC2C=CC(OC)=CC=2)[C:9]2[N:14]=[C:13]([CH3:15])[N:12]=[C:11]([C:16]3[CH:17]=[C:18]([CH2:31][N:32]4[CH2:37][CH2:36][O:35][CH2:34][C:33]4=[O:38])[CH:19]=[N:20][C:21]=3[NH:22][C:23]3[CH:24]=[N:25][C:26]([O:29][CH3:30])=[CH:27][CH:28]=3)[N:10]=2)=CC=1. The catalyst is OS(C(F)(F)F)(=O)=O.C(O)(C(F)(F)F)=O. The product is [NH2:8][C:9]1[N:14]=[C:13]([CH3:15])[N:12]=[C:11]([C:16]2[CH:17]=[C:18]([CH2:31][N:32]3[CH2:37][CH2:36][O:35][CH2:34][C:33]3=[O:38])[CH:19]=[N:20][C:21]=2[NH:22][C:23]2[CH:24]=[N:25][C:26]([O:29][CH3:30])=[CH:27][CH:28]=2)[N:10]=1. The yield is 0.546.